From a dataset of Reaction yield outcomes from USPTO patents with 853,638 reactions. Predict the reaction yield, written as a fraction of the theoretical maximum amount of product (1.0 means a 100% yield; for example, 0.34 means a 34% yield). (1) The reactants are [Br:1][C:2]1[CH:3]=[C:4](F)[C:5]([N+:13]([O-:15])=[O:14])=[C:6]([N:8]2[CH:12]=[CH:11][CH:10]=[N:9]2)[CH:7]=1.[NH3:17]. The catalyst is C(O)C.CO. The product is [Br:1][C:2]1[CH:7]=[C:6]([N:8]2[CH:12]=[CH:11][CH:10]=[N:9]2)[C:5]([N+:13]([O-:15])=[O:14])=[C:4]([NH2:17])[CH:3]=1. The yield is 0.860. (2) The reactants are O=S(Cl)Cl.[CH2:5]([O:7][C:8]([C:10]1[N:11]=[C:12]([CH:15]([C:17]2[N:18]([S:31]([C:34]3[CH:39]=[CH:38][CH:37]=[C:36]([C:40]([CH3:43])([CH3:42])[CH3:41])[CH:35]=3)(=[O:33])=[O:32])[C:19]3[C:24]([C:25]=2[CH3:26])=[CH:23][C:22]([C:27]([F:30])([F:29])[F:28])=[CH:21][CH:20]=3)O)[S:13][CH:14]=1)=[O:9])[CH3:6].CN(C)C=O. The catalyst is ClCCl. The product is [CH2:5]([O:7][C:8]([C:10]1[N:11]=[C:12]([CH2:15][C:17]2[N:18]([S:31]([C:34]3[CH:39]=[CH:38][CH:37]=[C:36]([C:40]([CH3:41])([CH3:43])[CH3:42])[CH:35]=3)(=[O:32])=[O:33])[C:19]3[C:24]([C:25]=2[CH3:26])=[CH:23][C:22]([C:27]([F:29])([F:30])[F:28])=[CH:21][CH:20]=3)[S:13][CH:14]=1)=[O:9])[CH3:6]. The yield is 0.310. (3) The reactants are [CH3:1][O:2][C:3]1[CH:4]=[C:5]2[C:9](=[CH:10][CH:11]=1)[N:8]([CH3:12])[CH:7]=[C:6]2[C:13]1[N:23]([CH2:24][O:25][CH2:26][CH2:27][Si:28]([CH3:31])([CH3:30])[CH3:29])[C:16]2=[N:17][CH:18]=[C:19]([CH2:21][NH2:22])[N:20]=[C:15]2[CH:14]=1.N1C=CC=CC=1.[CH3:38][C:39](OC(C)=O)=[O:40].CC(O)=O. The catalyst is C1COCC1.CCOC(C)=O. The product is [CH3:1][O:2][C:3]1[CH:4]=[C:5]2[C:9](=[CH:10][CH:11]=1)[N:8]([CH3:12])[CH:7]=[C:6]2[C:13]1[N:23]([CH2:24][O:25][CH2:26][CH2:27][Si:28]([CH3:30])([CH3:29])[CH3:31])[C:16]2=[N:17][CH:18]=[C:19]([CH2:21][NH:22][C:39](=[O:40])[CH3:38])[N:20]=[C:15]2[CH:14]=1. The yield is 1.02. (4) The reactants are O1CCCCC1[O:7][CH2:8][CH2:9][N:10]1[CH:14]=[C:13]([C:15]2[N:20]=[C:19]3[N:21]([CH2:24][C:25]4[CH:26]=[C:27]5[C:32](=[CH:33][CH:34]=4)[N:31]=[CH:30][CH:29]=[CH:28]5)[N:22]=[N:23][C:18]3=[CH:17][CH:16]=2)[CH:12]=[N:11]1.C12(CS(O)(=O)=O)C(C)(C)C(CC1)CC2=O.C(=O)(O)[O-].[Na+]. The catalyst is CO.O. The product is [N:31]1[C:32]2[C:27](=[CH:26][C:25]([CH2:24][N:21]3[C:19]4=[N:20][C:15]([C:13]5[CH:12]=[N:11][N:10]([CH2:9][CH2:8][OH:7])[CH:14]=5)=[CH:16][CH:17]=[C:18]4[N:23]=[N:22]3)=[CH:34][CH:33]=2)[CH:28]=[CH:29][CH:30]=1. The yield is 0.380.